Dataset: Reaction yield outcomes from USPTO patents with 853,638 reactions. Task: Predict the reaction yield, written as a fraction of the theoretical maximum amount of product (1.0 means a 100% yield; for example, 0.34 means a 34% yield). (1) The reactants are [CH:1]([O:4][C:5]([N:7]1[CH2:12][CH2:11][CH:10]([S:13][C:14]2[C:19]([CH3:20])=[C:18](Cl)[N:17]=[CH:16][N:15]=2)[CH2:9][CH2:8]1)=[O:6])([CH3:3])[CH3:2].[F:22][C:23]1[CH:28]=[C:27]([S:29]([CH3:32])(=[O:31])=[O:30])[CH:26]=[CH:25][C:24]=1[NH2:33].CC(C)([O-])C.[Na+]. The catalyst is O1CCOCC1.C([O-])(=O)C.[Pd+2].C([O-])(=O)C.C(P(C(C)(C)C)C1C=CC=CC=1C1C=CC=CC=1)(C)(C)C. The product is [CH:1]([O:4][C:5]([N:7]1[CH2:12][CH2:11][CH:10]([S:13][C:14]2[C:19]([CH3:20])=[C:18]([NH:33][C:24]3[CH:25]=[CH:26][C:27]([S:29]([CH3:32])(=[O:31])=[O:30])=[CH:28][C:23]=3[F:22])[N:17]=[CH:16][N:15]=2)[CH2:9][CH2:8]1)=[O:6])([CH3:3])[CH3:2]. The yield is 0.270. (2) The product is [Cl:1][C:2]1[CH:3]=[CH:4][C:5]([OH:11])=[C:6]([CH:10]=1)[C:7]([NH:12][C:13]1[S:14][CH:15]=[C:16]([C:18]2[CH:23]=[CH:22][C:21]([Cl:24])=[CH:20][C:19]=2[Cl:25])[N:17]=1)=[O:9]. The yield is 0.0800. No catalyst specified. The reactants are [Cl:1][C:2]1[CH:10]=[C:6]([C:7]([OH:9])=O)[C:5]([OH:11])=[CH:4][CH:3]=1.[NH2:12][C:13]1[S:14][CH:15]=[C:16]([C:18]2[CH:23]=[CH:22][C:21]([Cl:24])=[CH:20][C:19]=2[Cl:25])[N:17]=1. (3) The reactants are Br[C:2]1[C:3]([Cl:12])=[CH:4][C:5]([NH:8][C:9](=[O:11])[CH3:10])=[N:6][CH:7]=1.B1(C=C)OB([CH:19]=[CH2:20])OB(C=C)O1.C1C=CN=CC=1.C(=O)([O-])[O-].[Na+].[Na+].C1(C)C=CC=CC=1. The catalyst is C1C=CC([P]([Pd]([P](C2C=CC=CC=2)(C2C=CC=CC=2)C2C=CC=CC=2)([P](C2C=CC=CC=2)(C2C=CC=CC=2)C2C=CC=CC=2)[P](C2C=CC=CC=2)(C2C=CC=CC=2)C2C=CC=CC=2)(C2C=CC=CC=2)C2C=CC=CC=2)=CC=1.CCO. The product is [Cl:12][C:3]1[C:2]([CH:19]=[CH2:20])=[CH:7][N:6]=[C:5]([NH:8][C:9](=[O:11])[CH3:10])[CH:4]=1. The yield is 0.600.